From a dataset of Peptide-MHC class II binding affinity with 134,281 pairs from IEDB. Regression. Given a peptide amino acid sequence and an MHC pseudo amino acid sequence, predict their binding affinity value. This is MHC class II binding data. (1) The peptide sequence is TFWMGSHEVNGTWMI. The MHC is HLA-DQA10201-DQB10301 with pseudo-sequence HLA-DQA10201-DQB10301. The binding affinity (normalized) is 0.556. (2) The MHC is DRB1_1201 with pseudo-sequence DRB1_1201. The binding affinity (normalized) is 0.164. The peptide sequence is MFFSTMKRPSREKQD. (3) The peptide sequence is KYSYYPEDPVKLASI. The MHC is HLA-DQA10201-DQB10303 with pseudo-sequence HLA-DQA10201-DQB10303. The binding affinity (normalized) is 0.